Task: Regression. Given a target protein amino acid sequence and a drug SMILES string, predict the binding affinity score between them. We predict pKi (pKi = -log10(Ki in M); higher means stronger inhibition). Dataset: bindingdb_ki.. Dataset: Drug-target binding data from BindingDB using Ki measurements The small molecule is [Br-]. The target protein sequence is VDSSGTWCYDSQDPKCGPAHWKELAPACGGPTQSPINIDLRLVQRDYTLKPFIFQGYDSAPQDPWVLENDGHTVLLRVNSCQQNCPAIRGAGLPSPEYRLLQLHFHWGSPGHQGSEHSLDEKHGSMEMHMVHMNTKYQSMEDARSQPDGFAILAVLLVEEDRDNTNFSAIVSGLKNLSSPGVAVNLTSTFALASLLPSALRLLRYYRYSGSLTTPGCEPAVLWTVFENTVPIGHAQVVQFQAVLQTGPPGLHPRPLTSNFRPQQPLGGRRISASPEASVRSSVSTLPCLHLALVGLGVGLRLWQGP. The pKi is 4.0.